This data is from Full USPTO retrosynthesis dataset with 1.9M reactions from patents (1976-2016). The task is: Predict the reactants needed to synthesize the given product. Given the product [CH3:13][O:5][C:4](=[O:6])[C:3]1[CH:7]=[CH:8][C:9]([CH3:12])=[C:10]([F:11])[C:2]=1[F:1], predict the reactants needed to synthesize it. The reactants are: [F:1][C:2]1[C:10]([F:11])=[C:9]([CH3:12])[CH:8]=[CH:7][C:3]=1[C:4]([OH:6])=[O:5].[CH3:13]O.S(=O)(=O)(O)O.